Dataset: M1 muscarinic receptor antagonist screen with 61,756 compounds. Task: Binary Classification. Given a drug SMILES string, predict its activity (active/inactive) in a high-throughput screening assay against a specified biological target. The molecule is O1N=c2c(=NC31CCCCC3)n(c(=O)n(c2=O)C)C. The result is 0 (inactive).